The task is: Regression. Given a peptide amino acid sequence and an MHC pseudo amino acid sequence, predict their binding affinity value. This is MHC class II binding data.. This data is from Peptide-MHC class II binding affinity with 134,281 pairs from IEDB. The peptide sequence is RRSIPVNEALAAAGL. The MHC is DRB1_0301 with pseudo-sequence DRB1_0301. The binding affinity (normalized) is 0.421.